From a dataset of Choline transporter screen with 302,306 compounds. Binary Classification. Given a drug SMILES string, predict its activity (active/inactive) in a high-throughput screening assay against a specified biological target. (1) The result is 0 (inactive). The compound is O=C(NN\C(=C1\C(=O)C=CC=C1)C)c1[nH]nc(c2cc([N+]([O-])=O)ccc2)c1. (2) The molecule is [O-][N+](=O)c1ccc(c2nc(N(Cc3ccccc3)C)c3c(n2)cccc3)cc1. The result is 0 (inactive). (3) The result is 0 (inactive). The compound is S(c1n(N)c(nn1)COc1ccc(cc1)C)CC(=O)N. (4) The molecule is o1c(c(cc1)C(=O)N\N=C(\c1cccnc1)C)C. The result is 0 (inactive). (5) The molecule is Fc1ccc(NC(=O)c2c(nn(c2)c2ccccc2)c2ccncc2)cc1. The result is 0 (inactive). (6) The molecule is S(=O)(=O)(Nc1ncccn1)c1ccc(NC(=O)CCCc2c3c([nH]c2)cccc3)cc1. The result is 0 (inactive). (7) The compound is O1C(CCC1)CNC(=O)Cn1c(=O)c2nnn(c2nc1)c1ccc(cc1)C. The result is 0 (inactive). (8) The result is 0 (inactive). The molecule is S=C(NNC(C)(C)C)Nc1ccc(cc1)C(OCC)=O. (9) The drug is O(C(=O)N1C(CCC1)C(=O)Nc1c(c(ccc1)C)C)c1ccccc1. The result is 0 (inactive).